Predict which catalyst facilitates the given reaction. From a dataset of Catalyst prediction with 721,799 reactions and 888 catalyst types from USPTO. Reactant: Cl[C:2]([O:4][CH2:5][CH3:6])=[O:3].[NH2:7][C:8]1[CH:9]=[CH:10][C:11]([Cl:16])=[C:12]([CH:15]=1)[C:13]#[N:14].N1C=CC=CC=1.O. Product: [Cl:16][C:11]1[CH:10]=[CH:9][C:8]([NH:7][C:2](=[O:3])[O:4][CH2:5][CH3:6])=[CH:15][C:12]=1[C:13]#[N:14]. The catalyst class is: 2.